Dataset: Forward reaction prediction with 1.9M reactions from USPTO patents (1976-2016). Task: Predict the product of the given reaction. (1) The product is: [CH2:11]([O:13][C:14](=[O:19])[CH:15]=[C:16]([NH:8][C:6]1[CH:7]=[C:2]([F:1])[CH:3]=[CH:4][C:5]=1[O:9][CH3:10])[CH3:17])[CH3:12]. Given the reactants [F:1][C:2]1[CH:3]=[CH:4][C:5]([O:9][CH3:10])=[C:6]([NH2:8])[CH:7]=1.[CH2:11]([O:13][C:14](=[O:19])[CH2:15][C:16](=O)[CH3:17])[CH3:12].C(O)(=O)C.[O-]S([O-])(=O)=O.[Ca+2], predict the reaction product. (2) Given the reactants Cl[C:2]1[CH:7]=[CH:6][N:5]=[C:4]([S:8][CH3:9])[N:3]=1.[F-:10].[K+], predict the reaction product. The product is: [F:10][C:2]1[CH:7]=[CH:6][N:5]=[C:4]([S:8][CH3:9])[N:3]=1. (3) Given the reactants [Li+].[Cl:2][C:3]1[C:4]([C:10]([O-:12])=O)=[N:5][C:6]([CH3:9])=[CH:7][CH:8]=1.CCN(C(C)C)C(C)C.CN(C(ON1N=NC2C=CC=CC1=2)=[N+](C)C)C.[B-](F)(F)(F)F.[F:44][C:45]1[CH:46]=[CH:47][C:48]([O:51][CH2:52][CH2:53][C@@H:54]2[CH2:60][C@@H:59]3[C@@H:57]([CH2:58]3)[CH2:56][NH:55]2)=[N:49][CH:50]=1, predict the reaction product. The product is: [Cl:2][C:3]1[C:4]([C:10]([N:55]2[C@H:54]([CH2:53][CH2:52][O:51][C:48]3[CH:47]=[CH:46][C:45]([F:44])=[CH:50][N:49]=3)[CH2:60][C@@H:59]3[C@@H:57]([CH2:58]3)[CH2:56]2)=[O:12])=[N:5][C:6]([CH3:9])=[CH:7][CH:8]=1. (4) Given the reactants Cl[C:2]1[N:7]=[C:6]([O:8][C:9]2[CH:18]=[CH:17][C:16]([NH:19][C:20]([NH:22][C:23]3[N:27]([C:28]4[CH:33]=[CH:32][C:31]([CH3:34])=[CH:30][CH:29]=4)[N:26]=[C:25]([CH:35]([CH3:37])[CH3:36])[CH:24]=3)=[O:21])=[C:15]3[C:10]=2[CH:11]=[CH:12][CH:13]=[N:14]3)[CH:5]=[CH:4][N:3]=1.[CH3:38][O:39][C:40]1[CH:41]=[C:42]([CH:44]=[C:45]([O:47][CH2:48][CH2:49][O:50][CH2:51][CH2:52][O:53][CH2:54][CH2:55][O:56][CH3:57])[CH:46]=1)[NH2:43].C1COCC1, predict the reaction product. The product is: [CH:35]([C:25]1[CH:24]=[C:23]([NH:22][C:20]([NH:19][C:16]2[CH:17]=[CH:18][C:9]([O:8][C:6]3[CH:5]=[CH:4][N:3]=[C:2]([NH:43][C:42]4[CH:44]=[C:45]([O:47][CH2:48][CH2:49][O:50][CH2:51][CH2:52][O:53][CH2:54][CH2:55][O:56][CH3:57])[CH:46]=[C:40]([O:39][CH3:38])[CH:41]=4)[N:7]=3)=[C:10]3[C:15]=2[N:14]=[CH:13][CH:12]=[CH:11]3)=[O:21])[N:27]([C:28]2[CH:33]=[CH:32][C:31]([CH3:34])=[CH:30][CH:29]=2)[N:26]=1)([CH3:36])[CH3:37].